From a dataset of Peptide-MHC class II binding affinity with 134,281 pairs from IEDB. Regression. Given a peptide amino acid sequence and an MHC pseudo amino acid sequence, predict their binding affinity value. This is MHC class II binding data. (1) The peptide sequence is QSKLSRNFTKGVKKI. The MHC is DRB1_1302 with pseudo-sequence DRB1_1302. The binding affinity (normalized) is 0.729. (2) The peptide sequence is FKVAATAAATAPADD. The MHC is DRB1_1602 with pseudo-sequence DRB1_1602. The binding affinity (normalized) is 0.333. (3) The peptide sequence is WMTTEDMLEVWNRVW. The MHC is HLA-DQA10303-DQB10402 with pseudo-sequence HLA-DQA10303-DQB10402. The binding affinity (normalized) is 0. (4) The peptide sequence is HTMWHVTRGAFLVRNHHHHHH. The MHC is DRB1_0301 with pseudo-sequence DRB1_0301. The binding affinity (normalized) is 0.633. (5) The peptide sequence is AALPLLFFALAGQRI. The MHC is DRB1_0101 with pseudo-sequence DRB1_0101. The binding affinity (normalized) is 0.610. (6) The peptide sequence is PCRAGFETNVSHNVQ. The MHC is HLA-DPA10201-DPB10101 with pseudo-sequence HLA-DPA10201-DPB10101. The binding affinity (normalized) is 0.193. (7) The binding affinity (normalized) is 0. The peptide sequence is SLGVGADQGCAINFG. The MHC is DRB4_0103 with pseudo-sequence DRB4_0103.